Dataset: Full USPTO retrosynthesis dataset with 1.9M reactions from patents (1976-2016). Task: Predict the reactants needed to synthesize the given product. (1) Given the product [CH3:1][C:2]1[N:7]2[N:8]=[C:9]([CH2:11][CH2:12][C:13]3[N:17]([CH3:18])[N:16]=[C:15]([N:19]([CH2:21][CH3:22])[CH3:20])[N:14]=3)[N:10]=[C:6]2[C:5]([CH3:23])=[N:4][CH:3]=1, predict the reactants needed to synthesize it. The reactants are: [CH3:1][C:2]1[N:7]2[N:8]=[C:9]([CH:11]=[CH:12][C:13]3[N:17]([CH3:18])[N:16]=[C:15]([N:19]([CH2:21][CH3:22])[CH3:20])[N:14]=3)[N:10]=[C:6]2[C:5]([CH3:23])=[N:4][CH:3]=1.C(Cl)Cl.CO. (2) Given the product [O:30]=[S:21]1(=[O:29])[C:22]2[CH:28]=[CH:27][CH:26]=[CH:25][C:23]=2[CH2:24][N:18]([C:9]2[CH:8]=[C:7]([NH:6][CH2:4][CH2:3][CH:2]([NH2:1])[C:31]([F:34])([F:33])[F:32])[C:16]3[C:11](=[CH:12][CH:13]=[C:14]([CH3:17])[CH:15]=3)[N:10]=2)[CH2:19][CH2:20]1, predict the reactants needed to synthesize it. The reactants are: [NH2:1][CH:2]([C:31]([F:34])([F:33])[F:32])[CH2:3][C:4]([NH:6][C:7]1[C:16]2[C:11](=[CH:12][CH:13]=[C:14]([CH3:17])[CH:15]=2)[N:10]=[C:9]([N:18]2[CH2:24][C:23]3[CH:25]=[CH:26][CH:27]=[CH:28][C:22]=3[S:21](=[O:30])(=[O:29])[CH2:20][CH2:19]2)[CH:8]=1)=O.Cl.